From a dataset of Catalyst prediction with 721,799 reactions and 888 catalyst types from USPTO. Predict which catalyst facilitates the given reaction. (1) Reactant: [CH:1]1[N:2]=[CH:3][N:4]2[CH:9]=[CH:8][CH:7]=[C:6]([C:10]3[O:19][C:13]4=[C:14]([NH2:18])[N:15]=[CH:16][CH:17]=[C:12]4[CH:11]=3)[C:5]=12.C1C(=O)N([I:27])C(=O)C1. Product: [CH:1]1[N:2]=[CH:3][N:4]2[CH:9]=[CH:8][CH:7]=[C:6]([C:10]3[O:19][C:13]4=[C:14]([NH2:18])[N:15]=[CH:16][C:17]([I:27])=[C:12]4[CH:11]=3)[C:5]=12. The catalyst class is: 3. (2) Reactant: C(N(S(F)(F)[F:7])CC)C.[CH3:10][CH:11]1[CH2:15][CH2:14][CH2:13][N:12]1[CH2:16][CH2:17][CH2:18][O:19][C:20]1[CH:25]=[CH:24][C:23]([C:26]2[S:27][C:28]3[CH2:29][N:30]([C@@H:35]4[CH2:38][C@H:37](O)[CH2:36]4)[CH2:31][CH2:32][C:33]=3[N:34]=2)=[CH:22][CH:21]=1.O.[Na]. Product: [F:7][C@H:37]1[CH2:36][C@H:35]([N:30]2[CH2:31][CH2:32][C:33]3[N:34]=[C:26]([C:23]4[CH:24]=[CH:25][C:20]([O:19][CH2:18][CH2:17][CH2:16][N:12]5[CH2:13][CH2:14][CH2:15][CH:11]5[CH3:10])=[CH:21][CH:22]=4)[S:27][C:28]=3[CH2:29]2)[CH2:38]1. The catalyst class is: 4. (3) Reactant: [F:1][C:2]([CH2:5][C:6]([OH:8])=[O:7])([F:4])[F:3].[O:9]=[C:10]1[CH2:14][C:13]2([CH2:19][CH2:18][NH:17][CH2:16][CH2:15]2)[CH2:12][N:11]1[CH2:20][C:21]([O:23][CH3:24])=[O:22].Cl[CH2:26][C:27]1[CH:32]=[C:31]([O:33][CH2:34][CH3:35])[C:30]([C:36]2[CH:41]=[CH:40][C:39]([F:42])=[CH:38][CH:37]=2)=[C:29]([O:43][CH2:44][CH3:45])[CH:28]=1.CCN(C(C)C)C(C)C.C(O)(C(F)(F)F)=O. Product: [F:1][C:2]([CH2:5][C:6]([OH:8])=[O:7])([F:4])[F:3].[CH3:24][O:23][C:21](=[O:22])[CH2:20][N:11]1[C:10](=[O:9])[CH2:14][C:13]2([CH2:19][CH2:18][N:17]([CH2:26][C:27]3[CH:32]=[C:31]([O:33][CH2:34][CH3:35])[C:30]([C:36]4[CH:41]=[CH:40][C:39]([F:42])=[CH:38][CH:37]=4)=[C:29]([O:43][CH2:44][CH3:45])[CH:28]=3)[CH2:16][CH2:15]2)[CH2:12]1. The catalyst class is: 3. (4) Reactant: Br[CH2:2]/[CH:3]=[CH:4]/[C:5]([N:7]([C@@H:9]([CH3:42])[C:10]([NH:12][C:13]1[CH:14]=[C:15]([NH:19][C:20]([C:22]2[C:23]([NH:38][CH2:39][CH2:40][CH3:41])=[N:24][C:25]([NH:28][C:29]3[CH:34]=[CH:33][C:32]([C:35](=[O:37])[NH2:36])=[CH:31][CH:30]=3)=[N:26][CH:27]=2)=[O:21])[CH:16]=[CH:17][CH:18]=1)=[O:11])[CH3:8])=[O:6].[NH:43]1[CH2:48][CH2:47][NH:46][CH2:45][CH2:44]1. Product: [C:35]([C:32]1[CH:33]=[CH:34][C:29]([NH:28][C:25]2[N:24]=[C:23]([NH:38][CH2:39][CH2:40][CH3:41])[C:22]([C:20]([NH:19][C:15]3[CH:16]=[CH:17][CH:18]=[C:13]([NH:12][C:10](=[O:11])[C@@H:9]([N:7]([CH3:8])[C:5](=[O:6])/[CH:4]=[CH:3]/[CH2:2][N:43]4[CH2:48][CH2:47][NH:46][CH2:45][CH2:44]4)[CH3:42])[CH:14]=3)=[O:21])=[CH:27][N:26]=2)=[CH:30][CH:31]=1)(=[O:37])[NH2:36]. The catalyst class is: 9. (5) Reactant: C1(P(C2CCCCC2)C2C=CC=CC=2C2C(C(C)C)=CC(C(C)C)=CC=2C(C)C)CCCCC1.[CH3:35][O:36][C:37]1[CH:38]=[C:39]([C:43]2[CH:44]=[N:45][C:46]([N:50]3[CH2:55][CH2:54][O:53][CH2:52][CH2:51]3)=[CH:47][C:48]=2[NH2:49])[CH:40]=[N:41][CH:42]=1.Cl[C:57]1[C:66]2[C:61](=[C:62]([Cl:67])[CH:63]=[CH:64][CH:65]=2)[N:60]=[C:59]([N:68]2[CH2:72][CH2:71][CH2:70][C:69]2=[O:73])[C:58]=1[CH3:74].CC(C)([O-])C.[Na+]. Product: [Cl:67][C:62]1[CH:63]=[CH:64][CH:65]=[C:66]2[C:61]=1[N:60]=[C:59]([N:68]1[CH2:72][CH2:71][CH2:70][C:69]1=[O:73])[C:58]([CH3:74])=[C:57]2[NH:49][C:48]1[CH:47]=[C:46]([N:50]2[CH2:55][CH2:54][O:53][CH2:52][CH2:51]2)[N:45]=[CH:44][C:43]=1[C:39]1[CH:40]=[N:41][CH:42]=[C:37]([O:36][CH3:35])[CH:38]=1. The catalyst class is: 101. (6) Reactant: [N+:1]([C:4]1[CH:9]=[CH:8][C:7]([N:10]2[CH2:15][CH2:14][O:13][CH2:12][C:11]2=[O:16])=[C:6]([C:17]([F:20])([F:19])[F:18])[CH:5]=1)([O-])=O.[H][H]. Product: [NH2:1][C:4]1[CH:9]=[CH:8][C:7]([N:10]2[CH2:15][CH2:14][O:13][CH2:12][C:11]2=[O:16])=[C:6]([C:17]([F:20])([F:19])[F:18])[CH:5]=1. The catalyst class is: 29. (7) Reactant: [I:1][C:2]1[CH:9]=[CH:8][C:5]([CH2:6]Br)=[CH:4][CH:3]=1.[NH:10]1[CH2:15][CH2:14][CH:13]([C:16]([OH:19])([CH3:18])[CH3:17])[CH2:12][CH2:11]1. Product: [I:1][C:2]1[CH:9]=[CH:8][C:5]([CH2:6][N:10]2[CH2:15][CH2:14][CH:13]([C:16]([OH:19])([CH3:18])[CH3:17])[CH2:12][CH2:11]2)=[CH:4][CH:3]=1. The catalyst class is: 429.